Dataset: Full USPTO retrosynthesis dataset with 1.9M reactions from patents (1976-2016). Task: Predict the reactants needed to synthesize the given product. (1) Given the product [ClH:9].[CH3:1][O:2][C:3]1[CH:11]=[CH:10][C:6]([C:7]([O:20][CH2:14][CH2:13][NH:12][CH3:17])=[O:8])=[CH:5][CH:4]=1, predict the reactants needed to synthesize it. The reactants are: [CH3:1][O:2][C:3]1[CH:11]=[CH:10][C:6]([C:7]([Cl:9])=[O:8])=[CH:5][CH:4]=1.[N:12]1[CH:17]=CC=[CH:14][CH:13]=1.C(OCC)(=[O:20])C. (2) Given the product [C:1]1([NH:7]/[C:8](=[C:27]2\[C:28](=[O:39])[NH:29][C:30]3[C:35]\2=[CH:34][C:33]([N+:36]([O-:38])=[O:37])=[CH:32][CH:31]=3)/[C:9]2[CH:14]=[CH:13][C:12]([CH2:15][NH2:16])=[CH:11][CH:10]=2)[CH:2]=[CH:3][CH:4]=[CH:5][CH:6]=1, predict the reactants needed to synthesize it. The reactants are: [C:1]1([NH:7]/[C:8](=[C:27]2\[C:28](=[O:39])[NH:29][C:30]3[C:35]\2=[CH:34][C:33]([N+:36]([O-:38])=[O:37])=[CH:32][CH:31]=3)/[C:9]2[CH:14]=[CH:13][C:12]([CH2:15][N:16]3C(=O)C4=CC=CC=C4C3=O)=[CH:11][CH:10]=2)[CH:6]=[CH:5][CH:4]=[CH:3][CH:2]=1.O.NN. (3) Given the product [CH3:33][O:32][C:28]1[CH:27]=[C:25]([NH:26][C:5]2[N:6]=[N:7][C:8]([CH:11]([NH:13][C:14](=[O:20])[O:15][C:16]([CH3:19])([CH3:18])[CH3:17])[CH3:12])=[CH:9][N:10]=2)[CH:24]=[C:23]([O:22][CH3:21])[C:29]=1[O:30][CH3:31], predict the reactants needed to synthesize it. The reactants are: CS([C:5]1[N:6]=[N:7][C:8]([CH:11]([NH:13][C:14](=[O:20])[O:15][C:16]([CH3:19])([CH3:18])[CH3:17])[CH3:12])=[CH:9][N:10]=1)(=O)=O.[CH3:21][O:22][C:23]1[CH:24]=[C:25]([CH:27]=[C:28]([O:32][CH3:33])[C:29]=1[O:30][CH3:31])[NH2:26]. (4) Given the product [N:19]1([C:24]2[CH:25]=[C:26]([C:2]3[N:6]4[CH:7]=[C:8]([NH:11][CH:12]5[CH2:17][CH2:16][CH2:15][CH:14]([OH:18])[CH2:13]5)[CH:9]=[CH:10][C:5]4=[N:4][CH:3]=3)[CH:27]=[CH:28][CH:29]=2)[CH:23]=[CH:22][CH:21]=[N:20]1, predict the reactants needed to synthesize it. The reactants are: Br[C:2]1[N:6]2[CH:7]=[C:8]([NH:11][CH:12]3[CH2:17][CH2:16][CH2:15][CH:14]([OH:18])[CH2:13]3)[CH:9]=[CH:10][C:5]2=[N:4][CH:3]=1.[N:19]1([C:24]2[CH:25]=[C:26](B(O)O)[CH:27]=[CH:28][CH:29]=2)[CH:23]=[CH:22][CH:21]=[N:20]1. (5) Given the product [CH:1]1([N:4]2[CH2:13][C:12]([CH3:14])([CH3:15])[C:11]3[C:6](=[CH:7][CH:8]=[C:9]([O:16][S:26]([C:25]([F:45])([F:44])[F:24])(=[O:28])=[O:27])[CH:10]=3)[CH2:5]2)[CH2:3][CH2:2]1, predict the reactants needed to synthesize it. The reactants are: [CH:1]1([N:4]2[CH2:13][C:12]([CH3:15])([CH3:14])[C:11]3[C:6](=[CH:7][CH:8]=[C:9]([OH:16])[CH:10]=3)[CH2:5]2)[CH2:3][CH2:2]1.C(N(CC)CC)C.[F:24][C:25]([F:45])([F:44])[S:26](N(C1C=CC(Cl)=CN=1)[S:26]([C:25]([F:45])([F:44])[F:24])(=[O:28])=[O:27])(=[O:28])=[O:27].C(OCC)(=O)C. (6) Given the product [CH3:1][O:2][C:3]([C:5]1[CH:14]=[C:13]([CH2:15][CH2:16][CH:17]([NH2:18])[C:31](=[O:38])[C:32]2[CH:37]=[CH:36][CH:35]=[CH:34][CH:33]=2)[C:12]2[C:7](=[C:8]([O:19][CH2:20][C:21]3[CH:26]=[CH:25][CH:24]=[CH:23][CH:22]=3)[CH:9]=[CH:10][CH:11]=2)[N:6]=1)=[O:4], predict the reactants needed to synthesize it. The reactants are: [CH3:1][O:2][C:3]([C:5]1[CH:14]=[C:13]([CH2:15][CH2:16][CH2:17][NH2:18])[C:12]2[C:7](=[C:8]([O:19][CH2:20][C:21]3[CH:26]=[CH:25][CH:24]=[CH:23][CH:22]=3)[CH:9]=[CH:10][CH:11]=2)[N:6]=1)=[O:4].C(Cl)(=O)C.[C:31](Cl)(=[O:38])[C:32]1[CH:37]=[CH:36][CH:35]=[CH:34][CH:33]=1. (7) The reactants are: [CH2:1]([N:3]1[C:7]([C:8]2[S:18][C:11]3[N:12]=[CH:13][N:14]=[C:15]([S:16][CH3:17])[C:10]=3[CH:9]=2)=[C:6]([C:19]2[CH:24]=[CH:23][CH:22]=[CH:21][CH:20]=2)[N:5]=[CH:4]1)[CH3:2].[CH:25]1(N)CC1. Given the product [CH:1]1([N:3]2[C:7]([C:8]3[S:18][C:11]4[N:12]=[CH:13][N:14]=[C:15]([S:16][CH3:17])[C:10]=4[CH:9]=3)=[C:6]([C:19]3[CH:24]=[CH:23][CH:22]=[CH:21][CH:20]=3)[N:5]=[CH:4]2)[CH2:25][CH2:2]1, predict the reactants needed to synthesize it. (8) The reactants are: [CH3:1][C:2]1[CH:7]=[CH:6][C:5]([CH:8]([CH:11]([OH:13])[CH3:12])[C:9]#[N:10])=[CH:4][CH:3]=1.[OH:14][CH2:15][CH2:16]C#N. Given the product [C:15]([O:13][CH:11]([CH3:12])[CH:8]([C:5]1[CH:4]=[CH:3][C:2]([CH3:1])=[CH:7][CH:6]=1)[C:9]#[N:10])(=[O:14])[CH3:16], predict the reactants needed to synthesize it. (9) Given the product [NH2:1][C:2]1[CH:3]=[C:4]([CH:8]=[CH:9][C:10]=1[C:11]([CH3:14])([CH3:13])[CH3:12])[CH2:5][OH:6], predict the reactants needed to synthesize it. The reactants are: [NH2:1][C:2]1[CH:3]=[C:4]([CH:8]=[CH:9][C:10]=1[C:11]([CH3:14])([CH3:13])[CH3:12])[C:5](O)=[O:6].[H-].[Al+3].[Li+].[H-].[H-].[H-]. (10) Given the product [ClH:25].[ClH:26].[NH2:8][CH2:9][CH2:10][NH:11][C:12]1[N:17]=[CH:16][C:15](/[CH:18]=[CH:19]/[C:20]([O:22][CH2:23][CH3:24])=[O:21])=[CH:14][C:13]=1[Cl:25], predict the reactants needed to synthesize it. The reactants are: C(OC([NH:8][CH2:9][CH2:10][NH:11][C:12]1[N:17]=[CH:16][C:15](/[CH:18]=[CH:19]/[C:20]([O:22][CH2:23][CH3:24])=[O:21])=[CH:14][C:13]=1[Cl:25])=O)(C)(C)C.[ClH:26].